From a dataset of Forward reaction prediction with 1.9M reactions from USPTO patents (1976-2016). Predict the product of the given reaction. (1) Given the reactants [C:1]([O:4][CH2:5][C:6]([CH3:36])([CH3:35])[CH2:7][N:8]1[C:14]2[CH:15]=[CH:16][C:17]([Cl:19])=[CH:18][C:13]=2[C@@H:12]([C:20]2[CH:25]=[CH:24][CH:23]=[C:22]([O:26][CH3:27])[C:21]=2[O:28][CH3:29])[O:11][C@H:10]([CH2:30][C:31](O)=[O:32])[C:9]1=[O:34])(=[O:3])[CH3:2].C([N:39](CC)CC)C.ClC(OCC(C)C)=O.N[C:53]1[S:54][C:55]([C:58]([O:60][CH2:61][CH3:62])=[O:59])=[CH:56][N:57]=1.N1C=CC=CC=1, predict the reaction product. The product is: [C:1]([O:4][CH2:5][C:6]([CH3:35])([CH3:36])[CH2:7][N:8]1[C:14]2[CH:15]=[CH:16][C:17]([Cl:19])=[CH:18][C:13]=2[C@@H:12]([C:20]2[CH:25]=[CH:24][CH:23]=[C:22]([O:26][CH3:27])[C:21]=2[O:28][CH3:29])[O:11][C@H:10]([CH2:30][C:31]([NH:39][C:55]2([C:58]([O:60][CH2:61][CH3:62])=[O:59])[S:54][CH2:53][N:57]=[CH:56]2)=[O:32])[C:9]1=[O:34])(=[O:3])[CH3:2]. (2) Given the reactants C([O:3][C:4]([C:6]1[NH:25][C:9]2=[CH:10][N:11]=[C:12]([N:14]3[CH2:19][CH2:18][N:17]([CH:20]4[CH2:24][CH2:23][CH2:22][CH2:21]4)[CH2:16][CH2:15]3)[CH:13]=[C:8]2[CH:7]=1)=[O:5])C, predict the reaction product. The product is: [CH:20]1([N:17]2[CH2:16][CH2:15][N:14]([C:12]3[CH:13]=[C:8]4[CH:7]=[C:6]([C:4]([OH:5])=[O:3])[NH:25][C:9]4=[CH:10][N:11]=3)[CH2:19][CH2:18]2)[CH2:21][CH2:22][CH2:23][CH2:24]1. (3) Given the reactants Br[C:2]1[CH:11]=[C:10]2[C:5]([CH:6]=[CH:7][C:8](=[O:20])[N:9]2[C:12]2[C:17]([Cl:18])=[CH:16][CH:15]=[CH:14][C:13]=2[Cl:19])=[C:4]([C:21]2[CH:26]=[CH:25][CH:24]=[CH:23][C:22]=2[Cl:27])[N:3]=1.C([O-])(=O)C.C([O-])(=O)C.[C:36]([O:40][CH2:41][CH:42]1[CH2:47][NH2+:46][CH2:45][CH2:44][NH2+:43]1)([CH3:39])([CH3:38])[CH3:37], predict the reaction product. The product is: [C:36]([O:40][CH2:41][CH:42]1[NH:43][CH2:44][CH2:45][N:46]([C:2]2[CH:11]=[C:10]3[C:5]([CH:6]=[CH:7][C:8](=[O:20])[N:9]3[C:12]3[C:17]([Cl:18])=[CH:16][CH:15]=[CH:14][C:13]=3[Cl:19])=[C:4]([C:21]3[CH:26]=[CH:25][CH:24]=[CH:23][C:22]=3[Cl:27])[N:3]=2)[CH2:47]1)([CH3:39])([CH3:37])[CH3:38]. (4) Given the reactants [Cl:1][C:2]1[CH:8]=[C:7]([O:9][CH3:10])[C:6]([CH3:11])=[CH:5][C:3]=1[NH2:4].[N:12]([O-])=O.[Na+].O.O.[Sn](Cl)Cl, predict the reaction product. The product is: [ClH:1].[Cl:1][C:2]1[CH:8]=[C:7]([O:9][CH3:10])[C:6]([CH3:11])=[CH:5][C:3]=1[NH:4][NH2:12]. (5) The product is: [NH2:16][C:13]1([CH3:15])[C:10]2([CH2:12][CH2:11]2)[CH2:9][N:8]([CH2:1][C:2]2[CH:7]=[CH:6][CH:5]=[CH:4][CH:3]=2)[CH2:14]1. Given the reactants [CH2:1]([N:8]1[CH2:14][C:13]([NH:16]C(OC(C)(C)C)=O)([CH3:15])[C:10]2([CH2:12][CH2:11]2)[C:9]1=O)[C:2]1[CH:7]=[CH:6][CH:5]=[CH:4][CH:3]=1.FC(F)(F)C(O)=O.[OH-].[Al+3].[Li+].[OH-].[OH-].[OH-].[OH-].[Na+].S([O-])([O-])(=O)=O.[Na+].[Na+], predict the reaction product.